Regression. Given a peptide amino acid sequence and an MHC pseudo amino acid sequence, predict their binding affinity value. This is MHC class II binding data. From a dataset of Peptide-MHC class II binding affinity with 134,281 pairs from IEDB. (1) The peptide sequence is VPEDPEDSALLE. The MHC is DRB1_0701 with pseudo-sequence DRB1_0701. The binding affinity (normalized) is 0.0114. (2) The peptide sequence is AAIHEMFVNTLQMSS. The MHC is DRB1_0701 with pseudo-sequence DRB1_0701. The binding affinity (normalized) is 0.492. (3) The peptide sequence is VDIINRWQVVAPQLP. The MHC is DRB1_0401 with pseudo-sequence DRB1_0401. The binding affinity (normalized) is 0.426.